From a dataset of Forward reaction prediction with 1.9M reactions from USPTO patents (1976-2016). Predict the product of the given reaction. (1) Given the reactants Cl.[F:2][C:3]1[CH:22]=[C:21]([CH3:23])[C:20]([O:24]C(OC)=O)=[CH:19][C:4]=1[NH:5][C:6]1[C:15]2[C:10](=[CH:11][C:12]([OH:18])=[C:13]([O:16][CH3:17])[CH:14]=2)[N:9]=[CH:8][N:7]=1.[Cl:29][CH2:30][CH2:31][CH2:32][C:33]1[CH:38]=[CH:37][N:36]=[C:35](Cl)[CH:34]=1.C(=O)([O-])[O-].[K+].[K+].[I-].[K+], predict the reaction product. The product is: [ClH:29].[F:2][C:3]1[CH:22]=[C:21]([CH3:23])[C:20]([OH:24])=[CH:19][C:4]=1[NH:5][C:6]1[C:15]2[C:10](=[CH:11][C:12]([O:18][CH2:30][CH2:31][CH2:32][C:33]3[CH:38]=[CH:37][N:36]=[CH:35][CH:34]=3)=[C:13]([O:16][CH3:17])[CH:14]=2)[N:9]=[CH:8][N:7]=1. (2) The product is: [F:7][C:8]([F:26])([F:27])[C:9]1[CH:10]=[CH:11][C:12]([C:15]2[CH:20]=[CH:19][C:18]([CH2:21][OH:22])=[CH:17][CH:16]=2)=[CH:13][CH:14]=1. Given the reactants [H-].[Al+3].[Li+].[H-].[H-].[H-].[F:7][C:8]([F:27])([F:26])[C:9]1[CH:14]=[CH:13][C:12]([C:15]2[CH:20]=[CH:19][C:18]([C:21](OCC)=[O:22])=[CH:17][CH:16]=2)=[CH:11][CH:10]=1.[Cl-].[NH4+], predict the reaction product. (3) Given the reactants [CH2:1]([NH:5][CH2:6][C:7]1[S:8][C:9]([C:12]2[CH:17]=[CH:16][CH:15]=[C:14]([S:18]([CH3:21])(=[O:20])=[O:19])[CH:13]=2)=[CH:10][CH:11]=1)[CH:2]([CH3:4])[CH3:3].[Cl:22][C:23]1[C:24]([F:33])=[C:25]([S:29](Cl)(=[O:31])=[O:30])[CH:26]=[CH:27][CH:28]=1.C(N(CC)C(C)C)(C)C, predict the reaction product. The product is: [Cl:22][C:23]1[C:24]([F:33])=[C:25]([S:29]([N:5]([CH2:1][CH:2]([CH3:4])[CH3:3])[CH2:6][C:7]2[S:8][C:9]([C:12]3[CH:17]=[CH:16][CH:15]=[C:14]([S:18]([CH3:21])(=[O:20])=[O:19])[CH:13]=3)=[CH:10][CH:11]=2)(=[O:31])=[O:30])[CH:26]=[CH:27][CH:28]=1. (4) Given the reactants [N:1]([CH2:4][CH2:5][N:6]1[C:14](=[O:15])[C:13]2[C:8](=[CH:9][CH:10]=[CH:11][CH:12]=2)[C:7]1=[O:16])=[N+:2]=[N-:3].[CH2:17]([OH:20])[C:18]#[CH:19], predict the reaction product. The product is: [OH:20][CH2:17][C:18]1[N:1]([CH2:4][CH2:5][N:6]2[C:7](=[O:16])[C:8]3[C:13](=[CH:12][CH:11]=[CH:10][CH:9]=3)[C:14]2=[O:15])[N:2]=[N:3][CH:19]=1. (5) Given the reactants [C:1]1([CH3:11])[CH:6]=[CH:5][C:4]([S:7]([OH:10])(=[O:9])=[O:8])=[CH:3][CH:2]=1.[NH2:12][C@@:13]([CH3:23])([CH2:17][CH:18]([CH2:21][CH3:22])[CH2:19][CH3:20])[C:14]([OH:16])=[O:15], predict the reaction product. The product is: [C:1]1([CH3:11])[CH:2]=[CH:3][C:4]([S:7]([OH:10])(=[O:8])=[O:9])=[CH:5][CH:6]=1.[NH2:12][C@@:13]([CH3:23])([CH2:17][CH:18]([CH2:21][CH3:22])[CH2:19][CH3:20])[C:14]([OH:16])=[O:15]. (6) Given the reactants [CH:1]1([NH2:4])[CH2:3][CH2:2]1.Cl[C:6]1[N:11]2[CH:12]=[CH:13][N:14]=[C:10]2[N:9]=[C:8]([Cl:15])[C:7]=1[C:16]1[CH:21]=[CH:20][CH:19]=[CH:18][CH:17]=1.O.COC(C)(C)C, predict the reaction product. The product is: [Cl:15][C:8]1[C:7]([C:16]2[CH:21]=[CH:20][CH:19]=[CH:18][CH:17]=2)=[C:6]([NH:4][CH:1]2[CH2:3][CH2:2]2)[N:11]2[CH:12]=[CH:13][N:14]=[C:10]2[N:9]=1.